Dataset: Plasma protein binding rate (PPBR) regression data from AstraZeneca. Task: Regression/Classification. Given a drug SMILES string, predict its absorption, distribution, metabolism, or excretion properties. Task type varies by dataset: regression for continuous measurements (e.g., permeability, clearance, half-life) or binary classification for categorical outcomes (e.g., BBB penetration, CYP inhibition). For this dataset (ppbr_az), we predict Y. (1) The molecule is O=C(O)CCn1c2c(c3ccccc31)C[C@H](NS(=O)(=O)c1ccc(F)cc1)CC2. The Y is 97.3 %. (2) The Y is 72.0 %. The molecule is O=C(Cn1c(Cl)cnc(NCC(F)(F)c2ccccn2)c1=O)NCc1ncccc1F. (3) The drug is C[C@@H](NC1=CC(=O)NCC1)c1ccc(Nc2ncc3cc(-c4ccncc4)ccc3n2)cc1. The Y is 97.1 %. (4) The molecule is CC(=O)Nc1ccc2ccn(-c3cc(NCCCN(C)C)n4ncc(C#N)c4n3)c2c1. The Y is 89.9 %. (5) The compound is Cc1ccc(NC(=O)c2cccc(C(C)(C)C#N)c2)cc1Nc1ccc2ncn(C)c(=O)c2c1. The Y is 99.6 %. (6) The compound is N[C@@H](CC(=O)N1CCn2c(nnc2C(F)(F)F)C1)Cc1cc(F)c(F)cc1F. The Y is 23.2 %. (7) The drug is CC(=O)Nc1cccc2c1c(Oc1ccc(Cl)cc1)c(C)n2CC(=O)O. The Y is 87.6 %. (8) The molecule is O=C(Nc1ccc(CN2CCNCC2)cc1-c1nc2ccccc2[nH]1)c1cnc2ccccc2n1. The Y is 99.9 %. (9) The drug is O=C(O)[C@@H](Cc1ccccc1)N1CCC(CN2CCC(Oc3ccc(Cl)c(Cl)c3)CC2)CC1. The Y is 68.6 %.